This data is from Catalyst prediction with 721,799 reactions and 888 catalyst types from USPTO. The task is: Predict which catalyst facilitates the given reaction. (1) Reactant: Cl.[CH3:2][NH:3][CH3:4].N1C=CC=C[CH:6]=1.FC1[CH:13]=[CH:14][C:15]([N+:34]([O-])=O)=[C:16]([C:18](=[C:24]2[CH:33]=[CH:32][C:31]3[C:26](=[CH:27][CH:28]=[CH:29][CH:30]=3)[NH:25]2)[C:19](OCC)=[O:20])[CH:17]=1. Product: [CH3:2][N:3]([CH3:6])[C:4]1[CH:17]=[C:16]2[C:15](=[CH:14][CH:13]=1)[NH:34][C:19](=[O:20])[C:18]2=[C:24]1[CH:33]=[CH:32][C:31]2[C:26](=[CH:27][CH:28]=[CH:29][CH:30]=2)[NH:25]1. The catalyst class is: 13. (2) Reactant: [Br:1][C:2]1[N:7]=[C:6]([CH2:8][N:9]2[C:18]3[C:13](=[CH:14][CH:15]=[CH:16][CH:17]=3)[C:12](=[O:19])[C:11]([C:20]([C:22]3[CH:23]=[N:24][C:25](Cl)=[CH:26][CH:27]=3)=[O:21])=[CH:10]2)[CH:5]=[CH:4][CH:3]=1.[CH3:29][O-:30].[Na+]. Product: [Br:1][C:2]1[N:7]=[C:6]([CH2:8][N:9]2[C:18]3[C:13](=[CH:14][CH:15]=[CH:16][CH:17]=3)[C:12](=[O:19])[C:11]([C:20]([C:22]3[CH:23]=[N:24][C:25]([O:30][CH3:29])=[CH:26][CH:27]=3)=[O:21])=[CH:10]2)[CH:5]=[CH:4][CH:3]=1. The catalyst class is: 5.